Dataset: Full USPTO retrosynthesis dataset with 1.9M reactions from patents (1976-2016). Task: Predict the reactants needed to synthesize the given product. Given the product [Cl:19][C:11]1[C:12]2[C:7](=[CH:6][CH:5]=[CH:4][C:3]=2[O:2][CH3:1])[CH:8]=[C:9]([C:14]#[N:16])[N:10]=1, predict the reactants needed to synthesize it. The reactants are: [CH3:1][O:2][C:3]1[CH:4]=[CH:5][CH:6]=[C:7]2[C:12]=1[C:11](=O)[NH:10][C:9]([C:14]([NH2:16])=O)=[CH:8]2.O=P(Cl)(Cl)[Cl:19].